This data is from Full USPTO retrosynthesis dataset with 1.9M reactions from patents (1976-2016). The task is: Predict the reactants needed to synthesize the given product. (1) Given the product [NH2:1][C:2]([C:4]1[CH:5]=[N:6][C:7]2[C:12]([C:13]=1[NH:14][C:15]1[CH:16]=[C:17]([CH:23]=[CH:24][CH:25]=1)[C:18]([OH:20])=[O:19])=[CH:11][CH:10]=[C:9]([C:26]1[CH:31]=[CH:30][N:29]=[C:28]([OH:32])[C:27]=1[OH:34])[CH:8]=2)=[O:3], predict the reactants needed to synthesize it. The reactants are: [NH2:1][C:2]([C:4]1[CH:5]=[N:6][C:7]2[C:12]([C:13]=1[NH:14][C:15]1[CH:16]=[C:17]([CH:23]=[CH:24][CH:25]=1)[C:18]([O:20]CC)=[O:19])=[CH:11][CH:10]=[C:9]([C:26]1[CH:31]=[CH:30][N:29]=[C:28]([O:32]C)[C:27]=1[O:34]C)[CH:8]=2)=[O:3].B(Br)(Br)Br. (2) Given the product [CH3:1][C:2]1[N:6]2[N:7]=[C:8]([N:14]([CH3:23])[C@H:15]([C:17]3[CH:22]=[CH:21][CH:20]=[CH:19][CH:18]=3)[CH3:16])[CH:9]=[C:10]([C:11]([NH2:30])=[O:12])[C:5]2=[N:4][N:3]=1, predict the reactants needed to synthesize it. The reactants are: [CH3:1][C:2]1[N:6]2[N:7]=[C:8]([N:14]([CH3:23])[C@H:15]([C:17]3[CH:22]=[CH:21][CH:20]=[CH:19][CH:18]=3)[CH3:16])[CH:9]=[C:10]([C:11](O)=[O:12])[C:5]2=[N:4][N:3]=1.C(Cl)(=O)C(Cl)=O.[NH3:30].C1COCC1. (3) Given the product [CH3:19][O:20][C:9](=[O:12])[CH2:8][C:5]1[CH:6]=[CH:7][C:2]([Br:1])=[CH:3][C:4]=1[CH3:11], predict the reactants needed to synthesize it. The reactants are: [Br:1][C:2]1[CH:7]=[CH:6][C:5]([CH2:8][C:9]#N)=[C:4]([CH3:11])[CH:3]=1.[O:12]=S(Cl)Cl.C(Cl)Cl.[CH3:19][OH:20]. (4) Given the product [CH2:35]([S:37][C:20]1[C:28]2[O:27][C:26]([CH3:30])([CH3:29])[CH2:25][C:24]=2[CH:23]=[C:22]([CH:31]=[C:32]([CH3:34])[CH3:33])[CH:21]=1)[CH3:36], predict the reactants needed to synthesize it. The reactants are: C([Li])(C)(C)C.CCCCC.CN(C)CCN(C)C.Br[C:20]1[C:28]2[O:27][C:26]([CH3:30])([CH3:29])[CH2:25][C:24]=2[CH:23]=[C:22]([CH:31]=[C:32]([CH3:34])[CH3:33])[CH:21]=1.[CH2:35]([S:37]SCC)[CH3:36]. (5) Given the product [Cl:27][C:24]1[CH:25]=[CH:26][C:9]2[N:8]([CH2:28][C:29]([CH2:33][OH:34])([CH3:32])[CH2:30][OH:31])[C:7](=[O:35])[C@@H:6]([CH2:5][C:4]([OH:36])=[O:3])[O:12][C@H:11]([C:13]3[CH:18]=[CH:17][CH:16]=[C:15]([O:19][CH3:20])[C:14]=3[O:21][CH3:22])[C:10]=2[CH:23]=1, predict the reactants needed to synthesize it. The reactants are: C([O:3][C:4](=[O:36])[CH2:5][C@H:6]1[O:12][C@H:11]([C:13]2[CH:18]=[CH:17][CH:16]=[C:15]([O:19][CH3:20])[C:14]=2[O:21][CH3:22])[C:10]2[CH:23]=[C:24]([Cl:27])[CH:25]=[CH:26][C:9]=2[N:8]([CH2:28][C:29]([CH2:33][OH:34])([CH3:32])[CH2:30][OH:31])[C:7]1=[O:35])C.[OH-].[Na+].O.Cl. (6) Given the product [F:35][C:4]1([CH2:3][C:1]#[N:2])[CH2:9][CH2:8][N:7]([C:10]2[CH:15]=[CH:14][C:13]([N:16]3[CH2:20][C@H:19]([CH2:21][NH:22][C:23](=[O:25])[CH3:24])[O:18][C:17]3=[O:26])=[CH:12][C:11]=2[F:27])[CH2:6][CH2:5]1, predict the reactants needed to synthesize it. The reactants are: [C:1]([CH2:3][C:4]1(O)[CH2:9][CH2:8][N:7]([C:10]2[CH:15]=[CH:14][C:13]([N:16]3[CH2:20][C@H:19]([CH2:21][NH:22][C:23](=[O:25])[CH3:24])[O:18][C:17]3=[O:26])=[CH:12][C:11]=2[F:27])[CH2:6][CH2:5]1)#[N:2].CCN(S(F)(F)[F:35])CC. (7) Given the product [CH3:31][O:30][C:21]1[CH:22]=[C:23]([CH:28]=[CH:29][C:20]=1[NH:19][CH:2]([C:7]1[CH:11]=[C:10]([C:12]2[CH:17]=[CH:16][CH:15]=[CH:14][CH:13]=2)[O:9][C:8]=1[CH3:18])[CH2:3][CH:4]([CH3:6])[CH3:5])[C:24]([OH:26])=[O:25], predict the reactants needed to synthesize it. The reactants are: Cl[CH:2]([C:7]1[CH:11]=[C:10]([C:12]2[CH:17]=[CH:16][CH:15]=[CH:14][CH:13]=2)[O:9][C:8]=1[CH3:18])[CH2:3][CH:4]([CH3:6])[CH3:5].[NH2:19][C:20]1[CH:29]=[CH:28][C:23]([C:24]([O:26]C)=[O:25])=[CH:22][C:21]=1[O:30][CH3:31].C(=O)([O-])[O-].[Na+].[Na+].[I-].[Na+].